Dataset: Experimentally validated miRNA-target interactions with 360,000+ pairs, plus equal number of negative samples. Task: Binary Classification. Given a miRNA mature sequence and a target amino acid sequence, predict their likelihood of interaction. (1) The miRNA is hsa-miR-3611 with sequence UUGUGAAGAAAGAAAUUCUUA. The protein sequence of the target gene is MAASEVAGLGAGTPSPSESSALCASKSDESLPDGLSPKDSAQKQKNLSPPSVSSQMITKESNRNAHLEHPEQNPGSSVGDTSAAHEEVVGENLVATALCLSGNGSQSDLKDLTNPAGEEGDTSLRESLHPVTRSLKAGCHSKQLASGNCSEEKCPAASVLKEGSRDAGLDLLPVVPPANGVEGVRVDQDDDQDSSSLKLSQNIAVQTDFKTADSEVNTDQDIEKNLDKMMTERTLLKERYQEVLDKQRQVESQLQVQLKQLQQRREEEMKNHQEILKAIQDVTIKREETKKKIEKEKKEF.... Result: 0 (no interaction). (2) The miRNA is hsa-miR-154-5p with sequence UAGGUUAUCCGUGUUGCCUUCG. The protein sequence of the target gene is MNQFGPSALINLSNFSSIKPEPASTPPQGSMANSTAVVKIPGTPGAGGRLSPENNQVLTKKKLQDLVREVDPNEQLDEDVEEMLLQIADDFIESVVTAACQLARHRKSSTLEVKDVQLHLERQWNMWIPGFGSEEIRPYKKACTTEAHKQRMALIRKTTKK. Result: 0 (no interaction). (3) The miRNA is hsa-miR-6793-3p with sequence UCCCCAACCCCUGCCCGCAG. The protein sequence of the target gene is MSDQDHSMDEMTAVVKIEKGVGGNNGGNGNGGGAFSQARSSSTGSSSSTGGGGQESQPSPLALLAATCSRIESPNENSNNSQGPSQSGGTGELDLTATQLSQGANGWQIISSSSGATPTSKEQSGSSTNGSNGSESSKNRTVSGGQYVVAAAPNLQNQQVLTGLPGVMPNIQYQVIPQFQTVDGQQLQFAATGAQVQQDGSGQIQIIPGANQQIITNRGSGGNIIAAMPNLLQQAVPLQGLANNVLSGQTQYVTNVPVALNGNITLLPVNSVSAATLTPSSQAVTISSSGSQESGSQPVT.... Result: 1 (interaction). (4) The miRNA is rno-miR-126a-3p with sequence UCGUACCGUGAGUAAUAAUGCG. The protein sequence of the target gene is MPPTTALSALLLLLLSPASHSHNGNETSTSAIKSSTVQSHQSATTSTEVTTGHPVASTLASTQPSNPTPFTTSTQSPSMPTSTPNPTSNQSGGNLTSSVSEVDKTKTSSPSSTAFTSSSGQTASSGGKSGDSFTTAPTTTLGLINVSSQPTDLNTTSKLLSTPTTDNTTSPQQPVDSSPSTASHPVGQHTPAAVPSSSGSTPSTDNSTLTWKPTTHKPLGTSEATQPLTSQTPGITTLPVSTLQQSMASTVGTTTEEFTHLISNGTPVAPPGPSTPSPIWAFGNYQLNCEPPIRPDEELL.... Result: 0 (no interaction). (5) The miRNA is hsa-miR-6879-5p with sequence CAGGGCAGGGAAGGUGGGAGAG. Result: 1 (interaction). The protein sequence of the target gene is MEQVAEGARVTAVPVSAADSTEELAEVEEGVGVVGEDNDAAARGAEAFGDSEEDGEDVFEVEKILDMKTEGGKVLYKVRWKGYTSDDDTWEPEIHLEDCKEVLLEFRKKIAENKAKAVRKDIQRLSLNNDIFEANSDSDQQSETKEDTSPKKKKKKLRQREEKSPDDLKKKKAKAGKLKDKSKPDLESSLESLVFDLRTKKRISEAKEELKESKKPKKDEVKETKELKKVKKGEIRDLKTKTREDPKENRKTKKEKFVESQVESESSVLNDSPFPEDDSEGLHSDSREEKQNTKSARERA.... (6) The miRNA is hsa-miR-6799-5p with sequence GGGGAGGUGUGCAGGGCUGG. The protein sequence of the target gene is MDAVEPGGRGWASMLACRLWKAISRALFAEFLATGLYVFFGVGSVMRWPTALPSVLQIAITFNLVTAMAVQVTWKASGAHANPAVTLAFLVGSHISLPRAVAYVAAQLVGATVGAALLYGVMPGDIRETLGINVVRNSVSTGQAVAVELLLTLQLVLCVFASTDSRQTSGSPATMIGISVALGHLIGIHFTGCSMNPARSFGPAIIIGKFTVHWVFWVGPLMGALLASLIYNFVLFPDTKTLAQRLAILTGTVEVGTGAGAGAEPLKKESQPGSGAVEMESV. Result: 1 (interaction). (7) The miRNA is hsa-let-7a-2-3p with sequence CUGUACAGCCUCCUAGCUUUCC. The protein sequence of the target gene is MHWLRKVQGLCTLWGTQMSSRTLYINSRQLVSLQWGHQEVPAKFNFASDVLDHWADMEKAGKRLPSPALWWVNGKGKELMWNFRELSENSQQAANILSGACGLQRGDRVAVMLPRVPEWWLVILGCIRAGLIFMPGTIQMKSTDILYRLQMSKAKAIVAGDEVIQEVDTVASECPSLRIKLLVSEKSCDGWLNFKKLLNEASTTHHCVETGSQEASAIYFTSGTSGLPKMAEHSYSSLGLKAKMDAGWTGLQASDIMWTISDTGWILNILGSLLESWTLGACTFVHLLPKFDPLVILKTL.... Result: 1 (interaction). (8) The miRNA is hsa-miR-506-3p with sequence UAAGGCACCCUUCUGAGUAGA. The protein sequence of the target gene is MAASRNGFEAVEAEGSAGCRGSSGMEVVLPLDPAVPAPLCPHGPTLLFVKVTQGKEETRRFYACSACRDRKDCNFFQWEDEKLSGARLAAREAHNRRCQPPLSRTQCVERYLKFIELPLTQRKFCQTCQQLLLPDDWGQHSEHQVLGNVSITQLRRPSQLLYPLENKKTNAQYLFADRSCQFLVDLLSALGFRRVLCVGTPRLHELIKLTASGDKKSNIKSLLLDIDFRYSQFYMEDSFCHYNMFNHHFFDGKTALEVCRAFLQEDKGEGIIMVTDPPFGGLVEPLAITFKKLIAMWKEG.... Result: 1 (interaction). (9) The miRNA is hsa-miR-192-5p with sequence CUGACCUAUGAAUUGACAGCC. The protein sequence of the target gene is MSDGDYDYLIKFLALGDSGVGKTSVLYQYTDGKFNSKFITTVGIDFREKRVVYRASGPDGATGRGQRIHLQLWDTAGQERFRSLTTAFFRDAMGFLLLFDLTNEQSFLNVRNWISQLQMHAYCENPDIVLCGNKSDLEDQRVVKEEEAIALAEKYGIPYFETSAANGTNISQAIEMLLDLIMKRMERCVDKSWIPEGVVRSNGHASTDQLSEEKEKGACGC. Result: 1 (interaction). (10) The miRNA is hsa-miR-128-2-5p with sequence GGGGGCCGAUACACUGUACGAGA. The protein sequence of the target gene is MGANASNYPHSCSPRVGGNSQAQQTFIGTSSYSQQGYGCESKLYSLDHGHEKPQDKKKRTSGLATLKKKFIKRRKSNRSADHAKQMRELLSGWDVRDVNALVEEYEGTSALKELSLQASLARPEARTLQKDMADLYEDKYCTDVDLIFQETCFPVHRAILAARCPFFKTLLSSSPEYGAEIIMDISTAGIDMPMFSALLHYLYTGEFGMEDSRFQNVDILVQLSEEFGTPNPLDVDMRGLFDYMCYYDVVLSFSSDSELVEAFGGNQNCLDEELKAHKAIISARSPFFRNLLQRRIRTGE.... Result: 0 (no interaction).